Dataset: Forward reaction prediction with 1.9M reactions from USPTO patents (1976-2016). Task: Predict the product of the given reaction. (1) Given the reactants [CH3:1][C:2]([CH3:9])=[CH:3][CH2:4][CH2:5][C@H:6]([OH:8])[CH3:7].CCN(C(C)C)C(C)C.[S:19](Cl)([CH3:22])(=[O:21])=[O:20], predict the reaction product. The product is: [CH3:7][C@@H:6]([O:8][S:19]([CH3:22])(=[O:21])=[O:20])[CH2:5][CH2:4][CH:3]=[C:2]([CH3:9])[CH3:1]. (2) Given the reactants [Cl:1][C:2]1[N:10]=[C:9]2[C:5]([N:6]=[CH:7][N:8]2[C@@H:11]2[CH2:15][C@H:14]([OH:16])[CH:13]=[CH:12]2)=[C:4]([Cl:17])[N:3]=1.N1C=CC=CC=1.Cl[C:25]([O:27][CH2:28][CH3:29])=[O:26], predict the reaction product. The product is: [CH2:28]([O:27][C:25](=[O:26])[O:16][C@H:14]1[CH2:15][C@@H:11]([N:8]2[CH:7]=[N:6][C:5]3[C:9]2=[N:10][C:2]([Cl:1])=[N:3][C:4]=3[Cl:17])[CH:12]=[CH:13]1)[CH3:29]. (3) Given the reactants [F:1][C:2]1[CH:3]=[C:4]([NH:9][CH2:10][CH2:11][NH:12][CH2:13][C:14]2([C:21]3[CH:26]=[CH:25][C:24]([I:27])=[CH:23][CH:22]=3)[CH2:19][CH2:18][N:17]([CH3:20])[CH2:16][CH2:15]2)[CH:5]=[CH:6][C:7]=1[F:8].Cl[C:29](Cl)([O:31]C(=O)OC(Cl)(Cl)Cl)Cl, predict the reaction product. The product is: [F:1][C:2]1[CH:3]=[C:4]([N:9]2[CH2:10][CH2:11][N:12]([CH2:13][C:14]3([C:21]4[CH:26]=[CH:25][C:24]([I:27])=[CH:23][CH:22]=4)[CH2:15][CH2:16][N:17]([CH3:20])[CH2:18][CH2:19]3)[C:29]2=[O:31])[CH:5]=[CH:6][C:7]=1[F:8]. (4) Given the reactants [NH2:1][C:2]1[C:6]([NH2:7])=[CH:5][S:4][CH:3]=1.[Cl:8][CH2:9][C:10](OC)(OC)OC, predict the reaction product. The product is: [Cl:8][CH2:9][C:10]1[NH:1][C:2]2=[CH:3][S:4][CH:5]=[C:6]2[N:7]=1. (5) Given the reactants [CH:1]1[C:14]2[C:13](=[O:15])[C:12](=[O:16])[C:11]3[C:6](=[CH:7][CH:8]=[CH:9][CH:10]=3)[C:5]=2[CH:4]=[CH:3][CH:2]=1.FC(F)(F)C(O)=O.[I:24]N1C(=O)CCC1=O, predict the reaction product. The product is: [I:24][C:2]1[CH:3]=[CH:4][C:5]2[C:6]3[C:11](=[CH:10][CH:9]=[CH:8][CH:7]=3)[C:12](=[O:16])[C:13](=[O:15])[C:14]=2[CH:1]=1. (6) The product is: [CH2:2]([N:9]1[CH2:10][CH2:11][C:12]2([N:20]3[N:21]=[C:24]([C:30]4[CH:35]=[CH:34][C:33]([O:36][C:37]5[CH:42]=[CH:41][CH:40]=[CH:39][CH:38]=5)=[CH:32][CH:31]=4)[C:25]([C:26]#[N:27])=[C:28]3[NH:29][C:15]2=[O:17])[CH2:13][CH2:14]1)[C:3]1[CH:4]=[CH:5][CH:6]=[CH:7][CH:8]=1. Given the reactants Cl.[CH2:2]([N:9]1[CH2:14][CH2:13][C:12]([NH:20][NH2:21])([C:15]([O:17]CC)=O)[CH2:11][CH2:10]1)[C:3]1[CH:8]=[CH:7][CH:6]=[CH:5][CH:4]=1.CO[C:24]([C:30]1[CH:35]=[CH:34][C:33]([O:36][C:37]2[CH:42]=[CH:41][CH:40]=[CH:39][CH:38]=2)=[CH:32][CH:31]=1)=[C:25]([C:28]#[N:29])[C:26]#[N:27].C([O-])([O-])=O.[K+].[K+], predict the reaction product. (7) Given the reactants [I-].[CH2:2]([N+:6]1[C:10]([CH3:11])=[CH:9][S:8][C:7]=1[CH3:12])[CH2:3][CH2:4][CH3:5].[CH:13]1([C:19](Cl)=[O:20])[CH2:18][CH2:17][CH2:16][CH2:15][CH2:14]1, predict the reaction product. The product is: [CH2:2]([N:6]1[C:10]([CH3:11])=[CH:9][S:8]/[C:7]/1=[CH:12]\[C:19]([CH:13]1[CH2:18][CH2:17][CH2:16][CH2:15][CH2:14]1)=[O:20])[CH2:3][CH2:4][CH3:5]. (8) Given the reactants [CH2:1]([O:8][C:9]([NH:11][C@H:12]([C:24]([OH:26])=O)[CH2:13][S:14]([CH:17]([CH2:21][CH2:22][CH3:23])[CH2:18][CH2:19][CH3:20])(=[O:16])=[O:15])=[O:10])[C:2]1[CH:7]=[CH:6][CH:5]=[CH:4][CH:3]=1.Cl.Cl.[NH2:29][C@@H:30]([CH2:44][C:45]1[CH:50]=[C:49]([F:51])[CH:48]=[C:47]([F:52])[CH:46]=1)[C@H:31]([OH:43])[CH2:32][NH:33][CH2:34][C:35]1[CH:40]=[CH:39][CH:38]=[C:37]([CH2:41][CH3:42])[CH:36]=1.CN1CCOCC1.OC1C2N=NNC=2C=CC=1.Cl.CN(C)CCCN=C=NCC, predict the reaction product. The product is: [CH2:1]([O:8][C:9]([NH:11][C@H:12]([C:24]([NH:29][C@@H:30]([CH2:44][C:45]1[CH:46]=[C:47]([F:52])[CH:48]=[C:49]([F:51])[CH:50]=1)[C@H:31]([OH:43])[CH2:32][NH:33][CH2:34][C:35]1[CH:40]=[CH:39][CH:38]=[C:37]([CH2:41][CH3:42])[CH:36]=1)=[O:26])[CH2:13][S:14]([CH:17]([CH2:18][CH2:19][CH3:20])[CH2:21][CH2:22][CH3:23])(=[O:15])=[O:16])=[O:10])[C:2]1[CH:3]=[CH:4][CH:5]=[CH:6][CH:7]=1. (9) The product is: [Cl:45][C:46]1[CH:51]=[CH:50][C:49]([C:7]2[CH:8]=[C:9]3[C:14](=[CH:15][CH:16]=2)[CH2:13][CH:12]([C:17]([O:19][CH3:20])=[O:18])[CH2:11][CH2:10]3)=[CH:48][CH:47]=1. Given the reactants FC(F)(F)S(O[C:7]1[CH:8]=[C:9]2[C:14](=[CH:15][CH:16]=1)[CH2:13][CH:12]([C:17]([O:19][CH3:20])=[O:18])[CH2:11][CH2:10]2)(=O)=O.FC(F)(F)S(OC1C=C2C(CCC(C(OC)=O)C2)=CC=1)(=O)=O.[Cl:45][C:46]1[CH:51]=[CH:50][C:49](B(O)O)=[CH:48][CH:47]=1.ClC1C=C(B(O)O)C=CC=1, predict the reaction product. (10) Given the reactants C(OC(=O)[NH:7][CH:8]1[CH2:13][CH2:12][N:11]([C:14]2[CH:19]=[CH:18][C:17]([S:20](=[O:28])(=[O:27])[NH:21][C:22]3[S:26][N:25]=[CH:24][N:23]=3)=[CH:16][CH:15]=2)[CH2:10][CH2:9]1)(C)(C)C, predict the reaction product. The product is: [NH2:7][CH:8]1[CH2:13][CH2:12][N:11]([C:14]2[CH:19]=[CH:18][C:17]([S:20]([NH:21][C:22]3[S:26][N:25]=[CH:24][N:23]=3)(=[O:28])=[O:27])=[CH:16][CH:15]=2)[CH2:10][CH2:9]1.